Dataset: Forward reaction prediction with 1.9M reactions from USPTO patents (1976-2016). Task: Predict the product of the given reaction. (1) Given the reactants [NH2:1][C:2]1[C:7]([N+:8]([O-])=O)=[C:6]([N:11]2[CH2:16][CH2:15][N:14]([CH2:17][C:18]([NH:20][C:21]3[O:25][N:24]=[C:23]([CH3:26])[CH:22]=3)=[O:19])[CH2:13][CH2:12]2)[C:5]([Cl:27])=[CH:4][N:3]=1.[CH3:28][N:29]([CH3:38])[C:30]1[CH:37]=[CH:36][C:33]([CH:34]=O)=[CH:32][CH:31]=1.[O-]S(S([O-])=O)=O.[Na+].[Na+], predict the reaction product. The product is: [Cl:27][C:5]1[C:6]([N:11]2[CH2:16][CH2:15][N:14]([CH2:17][C:18]([NH:20][C:21]3[O:25][N:24]=[C:23]([CH3:26])[CH:22]=3)=[O:19])[CH2:13][CH2:12]2)=[C:7]2[N:8]=[C:34]([C:33]3[CH:36]=[CH:37][C:30]([N:29]([CH3:38])[CH3:28])=[CH:31][CH:32]=3)[NH:1][C:2]2=[N:3][CH:4]=1. (2) The product is: [CH2:1]([N:8]([CH2:33][C:34]1[CH:35]=[CH:36][CH:37]=[CH:38][CH:39]=1)[C:9]1[C:14]2[N:15]=[C:16]([CH2:17][O:18][CH2:19][CH3:20])[N:22]([NH:23][C:24](=[O:25])[O:26][C:27]([CH3:28])([CH3:29])[CH3:30])[C:13]=2[C:12]([CH3:31])=[C:11]([CH3:32])[N:10]=1)[C:2]1[CH:3]=[CH:4][CH:5]=[CH:6][CH:7]=1. Given the reactants [CH2:1]([N:8]([CH2:33][C:34]1[CH:39]=[CH:38][CH:37]=[CH:36][CH:35]=1)[C:9]1[C:14]([NH:15][C:16](=O)[CH2:17][O:18][CH2:19][CH3:20])=[C:13]([NH:22][NH:23][C:24]([O:26][C:27]([CH3:30])([CH3:29])[CH3:28])=[O:25])[C:12]([CH3:31])=[C:11]([CH3:32])[N:10]=1)[C:2]1[CH:7]=[CH:6][CH:5]=[CH:4][CH:3]=1.Cl.N1C=CC=CC=1, predict the reaction product. (3) Given the reactants Cl[CH2:2][C:3]([N:5]1[CH2:10][CH2:9][N:8]([C:11]([O:13][CH2:14][CH3:15])=[O:12])[CH2:7][CH2:6]1)=[O:4].[I-:16].[Na+], predict the reaction product. The product is: [I:16][CH2:2][C:3]([N:5]1[CH2:10][CH2:9][N:8]([C:11]([O:13][CH2:14][CH3:15])=[O:12])[CH2:7][CH2:6]1)=[O:4]. (4) Given the reactants [Br:1][C:2]1[CH:3]=[C:4]([Cl:11])[C:5]([F:10])=[C:6]([CH:9]=1)[CH2:7][NH2:8].[CH3:12][C:13]([O:16][C:17](O[C:17]([O:16][C:13]([CH3:15])([CH3:14])[CH3:12])=[O:18])=[O:18])([CH3:15])[CH3:14].C([O-])(O)=O.[Na+], predict the reaction product. The product is: [C:13]([O:16][C:17](=[O:18])[NH:8][CH2:7][C:6]1[CH:9]=[C:2]([Br:1])[CH:3]=[C:4]([Cl:11])[C:5]=1[F:10])([CH3:15])([CH3:14])[CH3:12].